From a dataset of Reaction yield outcomes from USPTO patents with 853,638 reactions. Predict the reaction yield, written as a fraction of the theoretical maximum amount of product (1.0 means a 100% yield; for example, 0.34 means a 34% yield). (1) The product is [CH2:22]([N:24]([CH2:25][CH3:26])[C:2]1[CH:3]=[CH:4][C:5]([N+:19]([O-:21])=[O:20])=[C:6]([C:8]2[CH:13]=[CH:12][C:11]([O:14][C:15]([F:18])([F:17])[F:16])=[CH:10][CH:9]=2)[CH:7]=1)[CH3:23]. The reactants are F[C:2]1[CH:3]=[CH:4][C:5]([N+:19]([O-:21])=[O:20])=[C:6]([C:8]2[CH:13]=[CH:12][C:11]([O:14][C:15]([F:18])([F:17])[F:16])=[CH:10][CH:9]=2)[CH:7]=1.[CH2:22]([NH:24][CH2:25][CH3:26])[CH3:23].C(=O)([O-])[O-].[K+].[K+].C(#N)C. The catalyst is O. The yield is 0.705. (2) The reactants are Cl.[NH2:2][OH:3].C([O-])(=O)C.[Na+].[Br:9][C:10]1[CH:22]=[C:21]2[C:13]([C:14]3[C:15](=O)[CH2:16][CH2:17][CH2:18][C:19]=3[N:20]2[CH3:23])=[CH:12][CH:11]=1. The catalyst is CCO.O. The product is [Br:9][C:10]1[CH:22]=[C:21]2[C:13]([C:14]3[C:15](=[N:2][OH:3])[CH2:16][CH2:17][CH2:18][C:19]=3[N:20]2[CH3:23])=[CH:12][CH:11]=1. The yield is 0.700. (3) The reactants are Cl.[CH3:2][O:3][C:4](=[O:13])[C:5]1[CH:10]=[C:9]([NH2:11])[CH:8]=[CH:7][C:6]=1[Cl:12].N1C=CC=CC=1.[C:20]1([O:26][C:27](Cl)=[O:28])[CH:25]=[CH:24][CH:23]=[CH:22][CH:21]=1. The catalyst is C1COCC1.C(OC(=O)C)C. The product is [CH3:2][O:3][C:4](=[O:13])[C:5]1[CH:10]=[C:9]([NH:11][C:27]([O:26][C:20]2[CH:25]=[CH:24][CH:23]=[CH:22][CH:21]=2)=[O:28])[CH:8]=[CH:7][C:6]=1[Cl:12]. The yield is 0.530. (4) The catalyst is CN(C=O)C. The reactants are [CH2:1]([N:4]([CH2:14][CH2:15][CH3:16])[C:5]1[CH:9]=[C:8]([C:10]([F:13])([F:12])[F:11])[NH:7][N:6]=1)[CH2:2][CH3:3].C1C(=O)N([Cl:24])C(=O)C1.[NH4+].[Cl-].CCOC(C)=O. The product is [Cl:24][C:9]1[C:5]([N:4]([CH2:1][CH2:2][CH3:3])[CH2:14][CH2:15][CH3:16])=[N:6][NH:7][C:8]=1[C:10]([F:12])([F:13])[F:11]. The yield is 1.00. (5) The catalyst is C(OOC(=O)C1C=CC=CC=1)(=O)C1C=CC=CC=1.C(Cl)(Cl)(Cl)Cl. The yield is 0.210. The product is [CH2:1]([O:3][C:4](=[O:13])[CH2:5][C:6]1[CH:11]=[CH:10][CH:9]=[C:8]([CH2:12][Br:14])[CH:7]=1)[CH3:2]. The reactants are [CH2:1]([O:3][C:4](=[O:13])[CH2:5][C:6]1[CH:7]=[C:8]([CH3:12])[CH:9]=[CH:10][CH:11]=1)[CH3:2].[Br:14]N1C(=O)CCC1=O. (6) The reactants are [N+:1]([C:4]1[CH:13]=[CH:12][C:7]2[S:8][CH2:9][CH2:10][NH:11][C:6]=2[CH:5]=1)([O-:3])=[O:2].[Cl:14][CH2:15][C:16](Cl)=[O:17]. The catalyst is C1COCC1.C(OCC)(=O)C. The product is [Cl:14][CH2:15][C:16]([N:11]1[CH2:10][CH2:9][S:8][C:7]2[CH:12]=[CH:13][C:4]([N+:1]([O-:3])=[O:2])=[CH:5][C:6]1=2)=[O:17]. The yield is 1.00. (7) The reactants are [OH:1][C:2]1[N:10]=[CH:9][C:8]([S:11]([OH:14])(=[O:13])=[O:12])=[CH:7][C:3]=1[C:4]([OH:6])=[O:5].[CH2:15](O)[CH3:16]. No catalyst specified. The product is [OH:1][C:2]1[N:10]=[CH:9][C:8]([S:11]([OH:14])(=[O:13])=[O:12])=[CH:7][C:3]=1[C:4]([O:6][CH2:15][CH3:16])=[O:5]. The yield is 0.740.